From a dataset of Forward reaction prediction with 1.9M reactions from USPTO patents (1976-2016). Predict the product of the given reaction. (1) Given the reactants [CH2:1]([O:3][C:4]([C:6]1[CH:7]([C:25]2[CH:30]=[CH:29][C:28]([C:31]#[N:32])=[CH:27][C:26]=2[C:33](O)=[O:34])[N:8]([CH3:24])[C:9](=[O:23])[N:10]([C:13]2[CH:18]=[CH:17][CH:16]=[C:15]([C:19]([F:22])([F:21])[F:20])[CH:14]=2)[C:11]=1[CH3:12])=[O:5])[CH3:2].C(N(CC)CC)C.[N:43]1([C:49]([O:51][C:52]([CH3:55])([CH3:54])[CH3:53])=[O:50])[CH2:48][CH2:47][NH:46][CH2:45][CH2:44]1, predict the reaction product. The product is: [CH2:1]([O:3][C:4]([C:6]1[CH:7]([C:25]2[CH:30]=[CH:29][C:28]([C:31]#[N:32])=[CH:27][C:26]=2[C:33]([N:46]2[CH2:47][CH2:48][N:43]([C:49]([O:51][C:52]([CH3:55])([CH3:54])[CH3:53])=[O:50])[CH2:44][CH2:45]2)=[O:34])[N:8]([CH3:24])[C:9](=[O:23])[N:10]([C:13]2[CH:18]=[CH:17][CH:16]=[C:15]([C:19]([F:22])([F:21])[F:20])[CH:14]=2)[C:11]=1[CH3:12])=[O:5])[CH3:2]. (2) Given the reactants [C:1]([O:5][C:6]([N:8]1[CH2:13][CH2:12][CH2:11][C@H:10]2[CH2:14][N:15]([C:17]3[C:26]([O:27][CH3:28])=[C:25]4[C:20]([C:21](=[O:35])[C:22]([C:32]([OH:34])=[O:33])=[CH:23][N:24]4[CH:29]4[CH2:31][CH2:30]4)=[CH:19][C:18]=3[F:36])[CH2:16][C@@H:9]12)=[O:7])([CH3:4])([CH3:3])[CH3:2].Br[CH2:38][C:39]([NH:41][CH:42]([P:51](=[O:58])([O:55][CH2:56][CH3:57])[O:52][CH2:53][CH3:54])[P:43](=[O:50])([O:47][CH2:48][CH3:49])[O:44][CH2:45][CH3:46])=[O:40].C([O-])([O-])=O.[Cs+].[Cs+], predict the reaction product. The product is: [C:1]([O:5][C:6]([N:8]1[CH2:13][CH2:12][CH2:11][C@H:10]2[CH2:14][N:15]([C:17]3[C:26]([O:27][CH3:28])=[C:25]4[C:20]([C:21](=[O:35])[C:22]([C:32]([O:34][CH2:38][C:39](=[O:40])[NH:41][CH:42]([P:51]([O:52][CH2:53][CH3:54])([O:55][CH2:56][CH3:57])=[O:58])[P:43]([O:44][CH2:45][CH3:46])([O:47][CH2:48][CH3:49])=[O:50])=[O:33])=[CH:23][N:24]4[CH:29]4[CH2:31][CH2:30]4)=[CH:19][C:18]=3[F:36])[CH2:16][C@@H:9]12)=[O:7])([CH3:4])([CH3:2])[CH3:3]. (3) The product is: [CH2:8]([CH:11]1[CH2:20][CH2:19][CH:18]2[CH:13]([CH2:14][CH2:15][CH:16]([CH:21]3[CH2:22][CH2:23][C:24](=[O:25])[CH2:29][CH2:30]3)[CH2:17]2)[CH2:12]1)[CH2:9][CH3:10]. Given the reactants C1(C)C=CC=CC=1.[CH2:8]([CH:11]1[CH2:20][CH2:19][CH:18]2[CH:13]([CH2:14][CH2:15][CH:16]([CH:21]3[CH2:30][CH2:29][C:24]4(OCC[O:25]4)[CH2:23][CH2:22]3)[CH2:17]2)[CH2:12]1)[CH2:9][CH3:10], predict the reaction product. (4) Given the reactants [Br:1][C:2]1[CH:7]=[CH:6][C:5]([CH:8]2[CH2:11][CH2:10][NH:9]2)=[CH:4][CH:3]=1.[CH3:12][C:13]([O:16][C:17](O[C:17]([O:16][C:13]([CH3:15])([CH3:14])[CH3:12])=[O:18])=[O:18])([CH3:15])[CH3:14].C(=O)([O-])[O-].[K+].[K+], predict the reaction product. The product is: [Br:1][C:2]1[CH:3]=[CH:4][C:5]([CH:8]2[CH2:11][CH2:10][N:9]2[C:17]([O:16][C:13]([CH3:15])([CH3:14])[CH3:12])=[O:18])=[CH:6][CH:7]=1. (5) Given the reactants C(OC(N1CCCC1C1NC([C:18]2[CH:23]=[CH:22][C:21](Br)=[CH:20][CH:19]=2)=NC=1)=O)(C)(C)C.[B:25]1(B2OC(C)(C)C(C)(C)O2)[O:29]C(C)(C)C(C)(C)[O:26]1.C([O-])(=O)C.[K+], predict the reaction product. The product is: [C:18]1([B:25]([OH:29])[OH:26])[CH:23]=[CH:22][CH:21]=[CH:20][CH:19]=1. (6) Given the reactants Cl.Cl.[O:3]1[C:8]2=[CH:9][CH:10]=[CH:11][C:7]2=[CH:6][C:5]([CH:12]2[CH2:17][CH2:16][CH2:15][CH2:14][N:13]2[CH2:18][CH2:19][C@H:20]2[CH2:25][CH2:24][C@H:23]([NH2:26])[CH2:22][CH2:21]2)=[CH:4]1.[CH3:27][CH:28]([CH3:33])[CH2:29][C:30](O)=[O:31], predict the reaction product. The product is: [O:3]1[C:8]2=[CH:9][CH:10]=[CH:11][C:7]2=[CH:6][C:5]([CH:12]2[CH2:17][CH2:16][CH2:15][CH2:14][N:13]2[CH2:18][CH2:19][C@H:20]2[CH2:21][CH2:22][C@H:23]([NH:26][C:30](=[O:31])[CH2:29][CH:28]([CH3:33])[CH3:27])[CH2:24][CH2:25]2)=[CH:4]1. (7) Given the reactants C([N:8]1[CH:13]2[CH2:14][CH2:15][CH:9]1[CH2:10][C:11]([C:17]1[CH:26]=[CH:25][C:24]3[C:19](=[CH:20][CH:21]=[CH:22][CH:23]=3)[CH:18]=1)([OH:16])[CH2:12]2)C1C=CC=CC=1.C([O-])=O.[NH4+].CO, predict the reaction product. The product is: [CH:18]1[C:19]2[C:24](=[CH:23][CH:22]=[CH:21][CH:20]=2)[CH:25]=[CH:26][C:17]=1[C:11]1([OH:16])[CH2:12][CH:13]2[NH:8][CH:9]([CH2:15][CH2:14]2)[CH2:10]1. (8) Given the reactants [NH2:1][C:2]1[CH:3]=[CH:4][C:5]([CH3:29])=[C:6]([NH:8][C:9](=[O:28])[N:10]([C:12]2[CH:17]=[C:16]([NH:18][C:19]3[CH:24]=[CH:23][CH:22]=[C:21]([N:25]([CH3:27])[CH3:26])[CH:20]=3)[N:15]=[CH:14][N:13]=2)[CH3:11])[CH:7]=1.[F:30][C:31]([F:42])([F:41])[C:32]1[CH:33]=[C:34]([CH:38]=[CH:39][CH:40]=1)[C:35](Cl)=[O:36].CCN(C(C)C)C(C)C, predict the reaction product. The product is: [CH3:26][N:25]([CH3:27])[C:21]1[CH:20]=[C:19]([NH:18][C:16]2[N:15]=[CH:14][N:13]=[C:12]([N:10]([CH3:11])[C:9](=[O:28])[NH:8][C:6]3[CH:7]=[C:2]([NH:1][C:35](=[O:36])[C:34]4[CH:38]=[CH:39][CH:40]=[C:32]([C:31]([F:30])([F:41])[F:42])[CH:33]=4)[CH:3]=[CH:4][C:5]=3[CH3:29])[CH:17]=2)[CH:24]=[CH:23][CH:22]=1. (9) Given the reactants F[C:2]1[CH:3]=[N:4][C:5]2[C:10]([N:11]=1)=[C:9]([C:12]1[NH:20][C:19]3[CH2:18][CH2:17][NH:16][C:15](=[O:21])[C:14]=3[CH:13]=1)[CH:8]=[CH:7][CH:6]=2.[CH3:22][C:23]([NH2:26])([CH3:25])[CH3:24], predict the reaction product. The product is: [C:23]([NH:26][C:2]1[CH:3]=[N:4][C:5]2[C:10]([N:11]=1)=[C:9]([C:12]1[NH:20][C:19]3[CH2:18][CH2:17][NH:16][C:15](=[O:21])[C:14]=3[CH:13]=1)[CH:8]=[CH:7][CH:6]=2)([CH3:25])([CH3:24])[CH3:22].